From a dataset of Full USPTO retrosynthesis dataset with 1.9M reactions from patents (1976-2016). Predict the reactants needed to synthesize the given product. Given the product [CH:4]1[C:5]2[N:6]([C:15]3[CH:20]=[CH:19][C:18]4[N:32]([C:33]5[CH:21]=[CH:22][CH:23]=[CH:24][CH:25]=5)[C:31]5[C:30]([C:17]=4[CH:16]=3)=[CH:29][CH:28]=[CH:27][CH:26]=5)[C:7]3[C:12](=[CH:11][CH:10]=[CH:9][CH:8]=3)[C:13]=2[CH:14]=[CH:2][CH:3]=1, predict the reactants needed to synthesize it. The reactants are: I[C:2]1[CH:3]=[CH:4][C:5]2[N:6]([C:15]3[CH:20]=[CH:19][CH:18]=[CH:17][CH:16]=3)[C:7]3[C:12]([C:13]=2[CH:14]=1)=[CH:11][CH:10]=[CH:9][CH:8]=3.[CH:21]1[C:33]2[NH:32][C:31]3[C:26](=[CH:27][CH:28]=[CH:29][CH:30]=3)[C:25]=2[CH:24]=[CH:23][CH:22]=1.C(P(C(C)(C)C)C(C)(C)C)(C)(C)C.CC(C)([O-])C.[Na+].